This data is from Forward reaction prediction with 1.9M reactions from USPTO patents (1976-2016). The task is: Predict the product of the given reaction. (1) Given the reactants [CH:1]1([C:4]2[O:5][CH:6]=[C:7]([C:9]([OH:11])=O)[N:8]=2)[CH2:3][CH2:2]1.CN(C(ON1N=NC2C=CC=NC1=2)=[N+](C)C)C.F[P-](F)(F)(F)(F)F.C(N(CC)C(C)C)(C)C.[NH2:45][C:46]1[C:47]([N:66]2[CH2:71][CH2:70][N:69]([C:72]3[CH:77]=[CH:76][CH:75]=[CH:74][C:73]=3[CH3:78])[CH2:68][CH2:67]2)=[CH:48][C:49]([O:64][CH3:65])=[C:50]([CH:63]=1)[C:51]([NH:53][CH2:54][CH2:55][CH2:56][N:57]1[CH2:61][CH2:60][CH2:59][C:58]1=[O:62])=[O:52].[Cl-].[Li+], predict the reaction product. The product is: [CH3:65][O:64][C:49]1[C:50]([C:51](=[O:52])[NH:53][CH2:54][CH2:55][CH2:56][N:57]2[CH2:61][CH2:60][CH2:59][C:58]2=[O:62])=[CH:63][C:46]([NH:45][C:9]([C:7]2[N:8]=[C:4]([CH:1]3[CH2:2][CH2:3]3)[O:5][CH:6]=2)=[O:11])=[C:47]([N:66]2[CH2:67][CH2:68][N:69]([C:72]3[CH:77]=[CH:76][CH:75]=[CH:74][C:73]=3[CH3:78])[CH2:70][CH2:71]2)[CH:48]=1. (2) Given the reactants [CH2:1]([O:3][C:4]1[CH:5]=[CH:6][C:7]([F:35])=[C:8]([C:10]2[CH:15]=[CH:14][N:13]=[C:12]([C@H:16]3[CH2:20][CH2:19][C@:18]4([CH2:24][CH2:23][N:22]([CH3:25])[C:21]4=[O:26])[N:17]3C(OC(C)(C)C)=O)[C:11]=2[CH3:34])[CH:9]=1)[CH3:2].O1CCOCC1, predict the reaction product. The product is: [CH2:1]([O:3][C:4]1[CH:5]=[CH:6][C:7]([F:35])=[C:8]([C:10]2[CH:15]=[CH:14][N:13]=[C:12]([C@H:16]3[CH2:20][CH2:19][C@:18]4([CH2:24][CH2:23][N:22]([CH3:25])[C:21]4=[O:26])[NH:17]3)[C:11]=2[CH3:34])[CH:9]=1)[CH3:2]. (3) Given the reactants [CH2:1]=[CH:2][CH2:3][CH2:4][CH2:5][CH2:6][CH2:7][CH3:8].[CH:9]1([BH:15]C2CCCCC2)CCCC[CH2:10]1.N1[CH:27]=[CH:26][CH:25]=[CH:24][C:23]=1[CH3:28].[CH2:29]1[CH2:33]O[CH2:31][CH2:30]1, predict the reaction product. The product is: [CH:2]1([CH:3]([CH:23]2[CH2:28][CH2:27][CH2:26][CH2:25][CH2:24]2)[CH2:4][CH2:5][CH2:6][CH2:7][CH2:8][CH2:10][CH2:9][BH2:15])[CH2:33][CH2:29][CH2:30][CH2:31][CH2:1]1. (4) The product is: [Al+3:8].[CH2:1]([P:3]([CH3:6])(=[O:4])[O-:5])[CH3:2].[CH2:1]([P:3]([CH3:6])(=[O:4])[O-:5])[CH3:2].[CH2:1]([P:3]([CH3:6])(=[O:4])[O-:5])[CH3:2]. Given the reactants [CH2:1]([P:3]([CH3:6])(=[O:5])[OH:4])[CH3:2].[OH-].[Al+3:8].[OH-].[OH-], predict the reaction product. (5) Given the reactants [NH2:1][C:2]1[CH:7]=[CH:6][C:5]([C:8]2[CH:13]=[CH:12][C:11]([C:14]([C@@H:16]3[CH2:20][CH2:19][CH2:18][C@H:17]3[C:21]([O:23][CH3:24])=[O:22])=[O:15])=[CH:10][CH:9]=2)=[CH:4][C:3]=1[F:25].[CH3:26][O:27][C:28]1[CH:40]=[CH:39][C:31]2[N:32]=[C:33](S(C)(=O)=O)[S:34][C:30]=2[CH:29]=1.Cl.[CH2:42](O)[CH2:43][CH2:44]C, predict the reaction product. The product is: [F:25][C:3]1[CH:4]=[C:5]([C:8]2[CH:9]=[CH:10][C:11]([C:14]([C@@H:16]3[CH2:20][CH2:19][CH2:18][C@H:17]3[C:21]([O:23][CH2:24][CH2:42][CH2:43][CH3:44])=[O:22])=[O:15])=[CH:12][CH:13]=2)[CH:6]=[CH:7][C:2]=1[NH:1][C:33]1[S:34][C:30]2[CH:29]=[C:28]([O:27][CH3:26])[CH:40]=[CH:39][C:31]=2[N:32]=1. (6) The product is: [Br:16][C:17]1[CH:18]=[CH:19][CH:20]=[C:21]2[C:30]=1[C:24]1([CH2:25][CH2:26][N:27]([C:11](=[O:13])[CH2:10][CH2:9][C:4]3[CH:5]=[CH:6][CH:7]=[CH:8][C:3]=3[C:2]([F:1])([F:15])[F:14])[CH2:28][CH2:29]1)[NH:23][C:22]2=[O:31]. Given the reactants [F:1][C:2]([F:15])([F:14])[C:3]1[CH:8]=[CH:7][CH:6]=[CH:5][C:4]=1[CH2:9][CH2:10][C:11]([OH:13])=O.[Br:16][C:17]1[CH:18]=[CH:19][CH:20]=[C:21]2[C:30]=1[C:24]1([CH2:29][CH2:28][NH:27][CH2:26][CH2:25]1)[NH:23][C:22]2=[O:31], predict the reaction product. (7) Given the reactants C([O:3][C:4]([C@@H:6]1[C@@H:8]([C:9](=[O:30])[NH:10][C@@H:11]([CH2:24][C:25]2[NH:29][CH:28]=[N:27][CH:26]=2)[C:12]([NH:14][C:15]2[C:20]([CH3:21])=[CH:19][C:18]([CH3:22])=[CH:17][C:16]=2[CH3:23])=[O:13])[O:7]1)=[O:5])C.[Li+].[OH-], predict the reaction product. The product is: [NH:29]1[C:25]([CH2:24][C@H:11]([NH:10][C:9]([C@H:8]2[O:7][C@@H:6]2[C:4]([OH:5])=[O:3])=[O:30])[C:12]([NH:14][C:15]2[C:16]([CH3:23])=[CH:17][C:18]([CH3:22])=[CH:19][C:20]=2[CH3:21])=[O:13])=[CH:26][N:27]=[CH:28]1. (8) Given the reactants C(O[C:4]1[C:5](=[O:16])[C:6](=[O:15])[C:7]=1[NH:8][C:9]1[CH:14]=[CH:13][N:12]=[CH:11][CH:10]=1)C.[Cl:17][C:18]1[CH:23]=[CH:22][C:21]([S:24][CH2:25][CH2:26][CH2:27][CH2:28][CH2:29][CH2:30][NH2:31])=[CH:20][CH:19]=1, predict the reaction product. The product is: [Cl:17][C:18]1[CH:19]=[CH:20][C:21]([S:24][CH2:25][CH2:26][CH2:27][CH2:28][CH2:29][CH2:30][NH:31][C:4]2[C:5](=[O:16])[C:6](=[O:15])[C:7]=2[NH:8][C:9]2[CH:10]=[CH:11][N:12]=[CH:13][CH:14]=2)=[CH:22][CH:23]=1. (9) Given the reactants C(O[C:4](=[O:13])[CH:5]([CH2:11][CH3:12])[C:6]([O:8][CH2:9][CH3:10])=[O:7])C.[CH3:14][NH:15][CH2:16][CH2:17][CH2:18][CH2:19][CH2:20][CH2:21][CH2:22][CH2:23][CH2:24][CH2:25][CH2:26][CH2:27][CH2:28][CH3:29], predict the reaction product. The product is: [CH3:14][N:15]([CH2:16][CH2:17][CH2:18][CH2:19][CH2:20][CH2:21][CH2:22][CH2:23][CH2:24][CH2:25][CH2:26][CH2:27][CH2:28][CH3:29])[C:4]([CH:5]([CH2:11][CH3:12])[C:6]([O:8][CH2:9][CH3:10])=[O:7])=[O:13].